From a dataset of Merck oncology drug combination screen with 23,052 pairs across 39 cell lines. Regression. Given two drug SMILES strings and cell line genomic features, predict the synergy score measuring deviation from expected non-interaction effect. (1) Drug 1: CCC1(O)CC2CN(CCc3c([nH]c4ccccc34)C(C(=O)OC)(c3cc4c(cc3OC)N(C)C3C(O)(C(=O)OC)C(OC(C)=O)C5(CC)C=CCN6CCC43C65)C2)C1. Drug 2: CNC(=O)c1cc(Oc2ccc(NC(=O)Nc3ccc(Cl)c(C(F)(F)F)c3)cc2)ccn1. Cell line: LOVO. Synergy scores: synergy=0.956. (2) Drug 1: CCC1(O)CC2CN(CCc3c([nH]c4ccccc34)C(C(=O)OC)(c3cc4c(cc3OC)N(C)C3C(O)(C(=O)OC)C(OC(C)=O)C5(CC)C=CCN6CCC43C65)C2)C1. Drug 2: COC1CC2CCC(C)C(O)(O2)C(=O)C(=O)N2CCCCC2C(=O)OC(C(C)CC2CCC(OP(C)(C)=O)C(OC)C2)CC(=O)C(C)C=C(C)C(O)C(OC)C(=O)C(C)CC(C)C=CC=CC=C1C. Cell line: SKMEL30. Synergy scores: synergy=30.1. (3) Drug 1: NC(=O)c1cccc2cn(-c3ccc(C4CCCNC4)cc3)nc12. Drug 2: Cc1nc(Nc2ncc(C(=O)Nc3c(C)cccc3Cl)s2)cc(N2CCN(CCO)CC2)n1. Cell line: VCAP. Synergy scores: synergy=29.8. (4) Cell line: LNCAP. Drug 2: CC1(c2nc3c(C(N)=O)cccc3[nH]2)CCCN1. Synergy scores: synergy=-45.3. Drug 1: CCC1(O)CC2CN(CCc3c([nH]c4ccccc34)C(C(=O)OC)(c3cc4c(cc3OC)N(C)C3C(O)(C(=O)OC)C(OC(C)=O)C5(CC)C=CCN6CCC43C65)C2)C1. (5) Drug 1: CCC1=CC2CN(C1)Cc1c([nH]c3ccccc13)C(C(=O)OC)(c1cc3c(cc1OC)N(C)C1C(O)(C(=O)OC)C(OC(C)=O)C4(CC)C=CCN5CCC31C54)C2. Drug 2: CS(=O)(=O)CCNCc1ccc(-c2ccc3ncnc(Nc4ccc(OCc5cccc(F)c5)c(Cl)c4)c3c2)o1. Cell line: HT29. Synergy scores: synergy=-25.9. (6) Drug 1: Nc1ccn(C2OC(CO)C(O)C2(F)F)c(=O)n1. Drug 2: O=C(NOCC(O)CO)c1ccc(F)c(F)c1Nc1ccc(I)cc1F. Cell line: OV90. Synergy scores: synergy=26.7. (7) Drug 1: CCC1(O)CC2CN(CCc3c([nH]c4ccccc34)C(C(=O)OC)(c3cc4c(cc3OC)N(C)C3C(O)(C(=O)OC)C(OC(C)=O)C5(CC)C=CCN6CCC43C65)C2)C1. Drug 2: C#Cc1cccc(Nc2ncnc3cc(OCCOC)c(OCCOC)cc23)c1. Cell line: EFM192B. Synergy scores: synergy=44.6. (8) Drug 1: CN(Cc1cnc2nc(N)nc(N)c2n1)c1ccc(C(=O)NC(CCC(=O)O)C(=O)O)cc1. Drug 2: O=C(CCCCCCC(=O)Nc1ccccc1)NO. Cell line: NCIH1650. Synergy scores: synergy=-12.7.